Dataset: Full USPTO retrosynthesis dataset with 1.9M reactions from patents (1976-2016). Task: Predict the reactants needed to synthesize the given product. The reactants are: [C:1]([O:5][C:6]([C@@:8]1([CH:22]=[CH2:23])[CH2:12][C:11](=[O:13])[N:10]([C@@H:14]([C:16]2[CH:21]=[CH:20][CH:19]=[CH:18][CH:17]=2)[CH3:15])[CH2:9]1)=[O:7])([CH3:4])([CH3:3])[CH3:2].[CH2:24](Br)[CH:25]=[CH2:26].C[Si](C)(C)[N-][Si](C)(C)C.[Li+].[Cl-].[NH4+]. Given the product [C:1]([O:5][C:6]([C@@:8]1([CH:22]=[CH2:23])[C@H:12]([CH2:26][CH:25]=[CH2:24])[C:11](=[O:13])[N:10]([C@@H:14]([C:16]2[CH:17]=[CH:18][CH:19]=[CH:20][CH:21]=2)[CH3:15])[CH2:9]1)=[O:7])([CH3:4])([CH3:2])[CH3:3], predict the reactants needed to synthesize it.